This data is from Full USPTO retrosynthesis dataset with 1.9M reactions from patents (1976-2016). The task is: Predict the reactants needed to synthesize the given product. (1) The reactants are: [O:1]([C:19]1[CH:26]=[C:25]([N:27]([CH2:32][CH2:33][CH2:34][CH3:35])[CH2:28][CH2:29][CH2:30][CH3:31])[CH:24]=[CH:23][C:20]=1[CH:21]=O)[Si:2]([C:15]([CH3:18])([CH3:17])[CH3:16])([C:9]1[CH:14]=[CH:13][CH:12]=[CH:11][CH:10]=1)[C:3]1[CH:8]=[CH:7][CH:6]=[CH:5][CH:4]=1.[C:36]([C:38]1[C:39](=[C:46]([C:49]#[N:50])[C:47]#[N:48])[O:40][C:41]([CH3:45])([CH3:44])[C:42]=1[CH3:43])#[N:37]. Given the product [O:1]([C:19]1[CH:26]=[C:25]([N:27]([CH2:28][CH2:29][CH2:30][CH3:31])[CH2:32][CH2:33][CH2:34][CH3:35])[CH:24]=[CH:23][C:20]=1[CH:21]=[CH:43][C:42]1[C:41]([CH3:44])([CH3:45])[O:40][C:39](=[C:46]([C:47]#[N:48])[C:49]#[N:50])[C:38]=1[C:36]#[N:37])[Si:2]([C:15]([CH3:17])([CH3:18])[CH3:16])([C:9]1[CH:14]=[CH:13][CH:12]=[CH:11][CH:10]=1)[C:3]1[CH:8]=[CH:7][CH:6]=[CH:5][CH:4]=1, predict the reactants needed to synthesize it. (2) Given the product [CH3:1][C:2]1([CH3:37])[CH2:11][CH2:10][C:9]([CH3:12])([CH3:13])[C:8]2[CH:7]=[C:6]([Se:14][C:15]#[C:16][C:17]3[CH:26]=[CH:25][C:20]([C:21]([OH:23])=[O:22])=[CH:19][CH:18]=3)[CH:5]=[C:4]([O:27][CH2:28][C:29]3[CH:34]=[CH:33][C:32]([F:35])=[C:31]([F:36])[CH:30]=3)[C:3]1=2, predict the reactants needed to synthesize it. The reactants are: [CH3:1][C:2]1([CH3:37])[CH2:11][CH2:10][C:9]([CH3:13])([CH3:12])[C:8]2[CH:7]=[C:6]([Se:14][C:15]#[C:16][C:17]3[CH:26]=[CH:25][C:20]([C:21]([O:23]C)=[O:22])=[CH:19][CH:18]=3)[CH:5]=[C:4]([O:27][CH2:28][C:29]3[CH:34]=[CH:33][C:32]([F:35])=[C:31]([F:36])[CH:30]=3)[C:3]1=2.[OH-].[Na+]. (3) Given the product [Cl:1][C:2]1[CH:3]=[CH:4][C:5]2[N:11]3[C:34]([CH2:33][CH2:32][O:31][CH3:30])=[N:36][N:37]=[C:10]3[CH:9]([CH2:13][C:14]([O:16][CH2:17][CH3:18])=[O:15])[O:8][CH:7]([C:19]3[CH:24]=[CH:23][CH:22]=[C:21]([O:25][CH3:26])[C:20]=3[O:27][CH3:28])[C:6]=2[CH:29]=1, predict the reactants needed to synthesize it. The reactants are: [Cl:1][C:2]1[CH:3]=[CH:4][C:5]2[NH:11][C:10](=S)[CH:9]([CH2:13][C:14]([O:16][CH2:17][CH3:18])=[O:15])[O:8][CH:7]([C:19]3[CH:24]=[CH:23][CH:22]=[C:21]([O:25][CH3:26])[C:20]=3[O:27][CH3:28])[C:6]=2[CH:29]=1.[CH3:30][O:31][CH2:32][CH2:33][C:34]([NH:36][NH2:37])=O. (4) Given the product [C:13]([O:15][CH2:16][CH3:17])(=[O:14])[CH3:23].[CH3:20][CH2:19][CH2:18][CH:17]([CH3:22])[CH3:16], predict the reactants needed to synthesize it. The reactants are: CS(Cl)(=O)=O.OC1CCN([C:13]([O:15][CH2:16][C:17]2[CH:22]=C[CH:20]=[CH:19][CH:18]=2)=[O:14])CC1.[CH2:23](N(CC)CC)C.C([O-])(=S)C.[K+].